Dataset: Catalyst prediction with 721,799 reactions and 888 catalyst types from USPTO. Task: Predict which catalyst facilitates the given reaction. (1) Reactant: [Cl:1][C:2]1[CH:7]=[C:6]([C:8]2[CH:9]=[N:10][N:11]([CH:13]([O:15][CH2:16][CH3:17])[CH3:14])[CH:12]=2)[C:5]([C:18]2[CH:23]=[C:22]([F:24])[CH:21]=[C:20]([F:25])[CH:19]=2)=[C:4]([C:26](=O)[CH3:27])[CH:3]=1.C([O-])(=O)C.[NH4+:33]. Product: [Cl:1][C:2]1[CH:7]=[C:6]([C:8]2[CH:9]=[N:10][N:11]([CH:13]([O:15][CH2:16][CH3:17])[CH3:14])[CH:12]=2)[C:5]([C:18]2[CH:19]=[C:20]([F:25])[CH:21]=[C:22]([F:24])[CH:23]=2)=[C:4]([CH:26]([NH2:33])[CH3:27])[CH:3]=1. The catalyst class is: 449. (2) Reactant: N1CCNCC1.[C:7]([C:11]1[N:16]=[C:15](Cl)[CH:14]=[C:13](C2CCC2)[N:12]=1)([CH3:10])([CH3:9])[CH3:8]. Product: [C:7]([C:11]1[N:16]=[CH:15][CH:14]=[CH:13][N:12]=1)([CH3:10])([CH3:9])[CH3:8]. The catalyst class is: 8.